From a dataset of Plasma protein binding rate (PPBR) regression data from AstraZeneca. Regression/Classification. Given a drug SMILES string, predict its absorption, distribution, metabolism, or excretion properties. Task type varies by dataset: regression for continuous measurements (e.g., permeability, clearance, half-life) or binary classification for categorical outcomes (e.g., BBB penetration, CYP inhibition). For this dataset (ppbr_az), we predict Y. The drug is C[C@H](CO)Nc1nc(SCc2cccc(F)c2F)nc2nc(NS(C)(=O)=O)sc12. The Y is 98.9 %.